Dataset: Full USPTO retrosynthesis dataset with 1.9M reactions from patents (1976-2016). Task: Predict the reactants needed to synthesize the given product. (1) Given the product [CH2:1]([O:3][C:4](=[O:35])[CH:5]([C:13]1[N:14]([CH3:37])[C:15]2[C:20]([C:21]=1[S:22][C:23]([CH3:25])([CH3:26])[CH3:24])=[CH:19][C:18]([S:27][C:28]1[CH:33]=[CH:32][C:31]([CH3:34])=[CH:30][N:29]=1)=[CH:17][CH:16]=2)[CH2:6][C:7]1[CH:8]=[CH:9][CH:10]=[CH:11][CH:12]=1)[CH3:2], predict the reactants needed to synthesize it. The reactants are: [CH2:1]([O:3][C:4](=[O:35])[CH:5]([C:13]1[NH:14][C:15]2[C:20]([C:21]=1[S:22][C:23]([CH3:26])([CH3:25])[CH3:24])=[CH:19][C:18]([S:27][C:28]1[CH:33]=[CH:32][C:31]([CH3:34])=[CH:30][N:29]=1)=[CH:17][CH:16]=2)[CH2:6][C:7]1[CH:12]=[CH:11][CH:10]=[CH:9][CH:8]=1)[CH3:2].I[CH3:37]. (2) Given the product [I-:40].[F:39][C:2]([F:1])([F:38])[C:3]1[CH:4]=[C:5]([C@H:13]([O:15][C@@H:16]2[C@@H:20]([C:21]3[CH:22]=[CH:23][C:24]([F:27])=[CH:25][CH:26]=3)[CH2:19][N:18]([C:28]3[CH2:32][CH2:31][C:30](=[O:33])[C:29]=3[CH2:34][N+:35]([CH3:41])([CH3:36])[CH3:37])[CH2:17]2)[CH3:14])[CH:6]=[C:7]([C:9]([F:10])([F:11])[F:12])[CH:8]=1, predict the reactants needed to synthesize it. The reactants are: [F:1][C:2]([F:39])([F:38])[C:3]1[CH:4]=[C:5]([C@H:13]([O:15][C@@H:16]2[C@@H:20]([C:21]3[CH:26]=[CH:25][C:24]([F:27])=[CH:23][CH:22]=3)[CH2:19][N:18]([C:28]3[CH2:32][CH2:31][C:30](=[O:33])[C:29]=3[CH2:34][N:35]([CH3:37])[CH3:36])[CH2:17]2)[CH3:14])[CH:6]=[C:7]([C:9]([F:12])([F:11])[F:10])[CH:8]=1.[I:40][CH3:41]. (3) Given the product [F:1][C:2]1[C:3]([CH2:9][C:10]([O:12][CH3:13])=[O:11])=[N:4][C:5]([I:20])=[C:6]([OH:8])[CH:7]=1, predict the reactants needed to synthesize it. The reactants are: [F:1][C:2]1[C:3]([CH2:9][C:10]([O:12][CH3:13])=[O:11])=[N:4][CH:5]=[C:6]([OH:8])[CH:7]=1.C([O-])([O-])=O.[Na+].[Na+].[I:20]I.Cl.